Regression. Given two drug SMILES strings and cell line genomic features, predict the synergy score measuring deviation from expected non-interaction effect. From a dataset of Merck oncology drug combination screen with 23,052 pairs across 39 cell lines. (1) Drug 1: N.N.O=C(O)C1(C(=O)O)CCC1.[Pt]. Drug 2: O=C(CCCCCCC(=O)Nc1ccccc1)NO. Cell line: KPL1. Synergy scores: synergy=8.14. (2) Drug 1: NC1(c2ccc(-c3nc4ccn5c(=O)[nH]nc5c4cc3-c3ccccc3)cc2)CCC1. Drug 2: NC1CCCCC1N.O=C(O)C(=O)O.[Pt+2]. Cell line: HT29. Synergy scores: synergy=6.27. (3) Drug 2: CCc1cnn2c(NCc3ccc[n+]([O-])c3)cc(N3CCCCC3CCO)nc12. Cell line: SW837. Drug 1: Cc1nc(Nc2ncc(C(=O)Nc3c(C)cccc3Cl)s2)cc(N2CCN(CCO)CC2)n1. Synergy scores: synergy=14.3. (4) Drug 1: O=S1(=O)NC2(CN1CC(F)(F)F)C1CCC2Cc2cc(C=CCN3CCC(C(F)(F)F)CC3)ccc2C1. Drug 2: COc1cccc2c1C(=O)c1c(O)c3c(c(O)c1C2=O)CC(O)(C(=O)CO)CC3OC1CC(N)C(O)C(C)O1. Cell line: HT144. Synergy scores: synergy=10.4.